From a dataset of Reaction yield outcomes from USPTO patents with 853,638 reactions. Predict the reaction yield, written as a fraction of the theoretical maximum amount of product (1.0 means a 100% yield; for example, 0.34 means a 34% yield). The reactants are [N:1]1([C:7]([C:9]2[CH:14]=[CH:13][CH:12]=[CH:11][C:10]=2[C:15]([F:18])([F:17])[F:16])=[O:8])[CH2:6][CH2:5][NH:4][CH2:3][CH2:2]1.[ClH:19]. No catalyst specified. The product is [ClH:19].[N:1]1([C:7]([C:9]2[CH:14]=[CH:13][CH:12]=[CH:11][C:10]=2[C:15]([F:17])([F:16])[F:18])=[O:8])[CH2:6][CH2:5][NH:4][CH2:3][CH2:2]1. The yield is 0.910.